From a dataset of Reaction yield outcomes from USPTO patents with 853,638 reactions. Predict the reaction yield, written as a fraction of the theoretical maximum amount of product (1.0 means a 100% yield; for example, 0.34 means a 34% yield). (1) The reactants are C([O:3][C:4](=[O:32])[CH2:5][CH:6]1[CH2:11][CH2:10][N:9]([C:12]2[C:17]([NH:18][C:19](=[O:27])[C:20]3[CH:25]=[CH:24][CH:23]=[C:22]([Cl:26])[CH:21]=3)=[CH:16][C:15]([S:28]([CH3:31])(=[O:30])=[O:29])=[CH:14][N:13]=2)[CH2:8][CH2:7]1)C.O.[OH-].[Na+]. The catalyst is CO. The product is [Cl:26][C:22]1[CH:21]=[C:20]([CH:25]=[CH:24][CH:23]=1)[C:19]([NH:18][C:17]1[C:12]([N:9]2[CH2:10][CH2:11][CH:6]([CH2:5][C:4]([OH:32])=[O:3])[CH2:7][CH2:8]2)=[N:13][CH:14]=[C:15]([S:28]([CH3:31])(=[O:30])=[O:29])[CH:16]=1)=[O:27]. The yield is 0.829. (2) No catalyst specified. The reactants are [CH:1]1(/[C:4](=[N:15]/[O:16][CH3:17])/[CH2:5][O:6][C:7]2[CH:12]=[CH:11][C:10]([CH2:13][OH:14])=[CH:9][CH:8]=2)[CH2:3][CH2:2]1.[C:18]([CH:20]([C:26]1[CH:31]=[CH:30][C:29](O)=[CH:28][CH:27]=1)[CH2:21][C:22]([O:24]C)=[O:23])#[N:19]. The product is [C:18]([CH:20]([C:26]1[CH:31]=[CH:30][C:29]([O:14][CH2:13][C:10]2[CH:11]=[CH:12][C:7]([O:6][CH2:5]/[C:4](/[CH:1]3[CH2:3][CH2:2]3)=[N:15]\[O:16][CH3:17])=[CH:8][CH:9]=2)=[CH:28][CH:27]=1)[CH2:21][C:22]([OH:24])=[O:23])#[N:19]. The yield is 0.563. (3) The reactants are [Cl:1][C:2]1[CH:10]=[C:9]2[C:5]([C:6]([CH2:18][CH2:19]O)=[C:7]([Si:11]([CH2:16][CH3:17])([CH2:14][CH3:15])[CH2:12][CH3:13])[NH:8]2)=[CH:4][C:3]=1[CH3:21].C1(P(C2C=CC=CC=2)C2C=CC=CC=2)C=CC=CC=1.[Br:41]C(Br)(Br)Br. The catalyst is C1COCC1. The product is [Br:41][CH2:19][CH2:18][C:6]1[C:5]2[C:9](=[CH:10][C:2]([Cl:1])=[C:3]([CH3:21])[CH:4]=2)[NH:8][C:7]=1[Si:11]([CH2:16][CH3:17])([CH2:14][CH3:15])[CH2:12][CH3:13]. The yield is 0.420. (4) The reactants are [C:1]1([CH3:11])[CH:6]=[CH:5][C:4]([S:7](Cl)(=[O:9])=[O:8])=[CH:3][CH:2]=1.[CH2:12]([N:15]([CH2:25][CH:26]=[CH2:27])[CH2:16][CH2:17][CH2:18][CH2:19][CH2:20][CH2:21][CH2:22][CH2:23][OH:24])[CH:13]=[CH2:14].N1C=CC=CC=1.O. The catalyst is C(Cl)(Cl)Cl. The product is [CH2:25]([N:15]([CH2:12][CH:13]=[CH2:14])[CH2:16][CH2:17][CH2:18][CH2:19][CH2:20][CH2:21][CH2:22][CH2:23][O:24][S:7]([C:4]1[CH:5]=[CH:6][C:1]([CH3:11])=[CH:2][CH:3]=1)(=[O:9])=[O:8])[CH:26]=[CH2:27]. The yield is 0.400. (5) The reactants are [CH2:1]1[CH2:6][C@H:5]([C:7]([OH:9])=[O:8])[CH2:4][CH2:3][C@H:2]1[CH2:10][NH2:11].[CH3:12][CH:13]([CH3:32])[C:14]([O:16][CH:17]([O:21][C:22](ON1C(=O)CCC1=O)=[O:23])[CH2:18][CH2:19][CH3:20])=[O:15]. The catalyst is CC(OC)(C)C.CC(C)=O.O. The product is [CH3:32][CH:13]([CH3:12])[C:14]([O:16][CH:17]([O:21][C:22]([NH:11][CH2:10][C@H:2]1[CH2:3][CH2:4][C@H:5]([C:7]([OH:9])=[O:8])[CH2:6][CH2:1]1)=[O:23])[CH2:18][CH2:19][CH3:20])=[O:15]. The yield is 0.130. (6) The reactants are [CH:1]([NH2:4])([CH3:3])[CH3:2].C(N(CC)C(C)C)(C)C.[Cl:14][C:15]1[N:20]=[C:19](Cl)[C:18]([N+:22]([O-:24])=[O:23])=[C:17]([CH3:25])[N:16]=1. The catalyst is ClCCl. The product is [Cl:14][C:15]1[N:20]=[C:19]([NH:4][CH:1]([CH3:3])[CH3:2])[C:18]([N+:22]([O-:24])=[O:23])=[C:17]([CH3:25])[N:16]=1. The yield is 0.868.